This data is from Full USPTO retrosynthesis dataset with 1.9M reactions from patents (1976-2016). The task is: Predict the reactants needed to synthesize the given product. Given the product [OH:5][CH2:6][C@@H:7]([NH:22][C:23](=[O:24])[O:25][C:26]([CH3:28])([CH3:27])[CH3:29])[C@H:8]([C:12]1[CH:13]=[CH:14][C:15]([C:18]([F:21])([F:20])[F:19])=[CH:16][CH:17]=1)[CH2:9][S:10][CH3:11], predict the reactants needed to synthesize it. The reactants are: CC(C)(C)C([O:5][CH2:6][C@@H:7]([NH:22][C:23]([O:25][C:26]([CH3:29])([CH3:28])[CH3:27])=[O:24])[C@H:8]([C:12]1[CH:17]=[CH:16][C:15]([C:18]([F:21])([F:20])[F:19])=[CH:14][CH:13]=1)[CH2:9][S:10][CH3:11])=O.[Li+].[B-](CC)(CC)CC.